This data is from Forward reaction prediction with 1.9M reactions from USPTO patents (1976-2016). The task is: Predict the product of the given reaction. (1) Given the reactants [Br:1][CH2:2][CH2:3][C@H:4]1[CH2:8][CH2:7][O:6][CH2:5]1.O1CCC[CH2:11][CH:10]1CCCO, predict the reaction product. The product is: [Br:1][CH2:2][CH2:3][CH2:4][CH:5]1[CH2:11][CH2:10][CH2:8][CH2:7][O:6]1. (2) Given the reactants CC([S@@]([NH:7][CH:8]([C:13]1[N:14]=[C:15]2[CH:21]=[CH:20][N:19]([S:22]([C:25]3[CH:31]=[CH:30][C:28]([CH3:29])=[CH:27][CH:26]=3)(=[O:24])=[O:23])[C:16]2=[N:17][CH:18]=1)[C:9]([F:12])([F:11])[F:10])=O)(C)C.[ClH:32], predict the reaction product. The product is: [ClH:32].[F:11][C:9]([F:10])([F:12])[CH:8]([C:13]1[N:14]=[C:15]2[CH:21]=[CH:20][N:19]([S:22]([C:25]3[CH:31]=[CH:30][C:28]([CH3:29])=[CH:27][CH:26]=3)(=[O:23])=[O:24])[C:16]2=[N:17][CH:18]=1)[NH2:7].